Dataset: NCI-60 drug combinations with 297,098 pairs across 59 cell lines. Task: Regression. Given two drug SMILES strings and cell line genomic features, predict the synergy score measuring deviation from expected non-interaction effect. Drug 1: CC1=C2C(C(=O)C3(C(CC4C(C3C(C(C2(C)C)(CC1OC(=O)C(C(C5=CC=CC=C5)NC(=O)OC(C)(C)C)O)O)OC(=O)C6=CC=CC=C6)(CO4)OC(=O)C)O)C)O. Drug 2: COC1=C2C(=CC3=C1OC=C3)C=CC(=O)O2. Cell line: U251. Synergy scores: CSS=10.2, Synergy_ZIP=-11.8, Synergy_Bliss=-14.7, Synergy_Loewe=-53.7, Synergy_HSA=-15.6.